Dataset: Forward reaction prediction with 1.9M reactions from USPTO patents (1976-2016). Task: Predict the product of the given reaction. (1) Given the reactants [CH2:1]([C:3]1([CH2:16][C:17](O)=O)[C:8]2[NH:9][C:10]3[C:15]([C:7]=2[CH2:6][CH2:5][O:4]1)=[CH:14][CH:13]=[CH:12][CH:11]=3)[CH3:2].[H-].[Al+3].[Li+].[H-].[H-].[H-].[O:26]1CCCC1, predict the reaction product. The product is: [CH2:1]([C:3]1([CH:16]([OH:26])[CH3:17])[C:8]2[NH:9][C:10]3[C:15]([C:7]=2[CH2:6][CH2:5][O:4]1)=[CH:14][CH:13]=[CH:12][CH:11]=3)[CH3:2]. (2) The product is: [CH3:19][C:17]1[N:18]=[C:14]([CH:11]2[CH2:12][CH2:13][NH:8][CH2:9][CH2:10]2)[O:15][C:16]=1[CH3:20]. Given the reactants C([N:8]1[CH2:13][CH2:12][CH:11]([C:14]2[O:15][C:16]([CH3:20])=[C:17]([CH3:19])[N:18]=2)[CH2:10][CH2:9]1)C1C=CC=CC=1.[H][H], predict the reaction product.